Predict which catalyst facilitates the given reaction. From a dataset of Catalyst prediction with 721,799 reactions and 888 catalyst types from USPTO. (1) Reactant: [N:1]([C:4]1[CH:9]=[CH:8][N:7]=[CH:6][C:5]=1[S:10]([NH2:13])(=[O:12])=[O:11])=[N+]=[N-].[BH4-].[Na+]. Product: [NH2:1][C:4]1[CH:9]=[CH:8][N:7]=[CH:6][C:5]=1[S:10]([NH2:13])(=[O:12])=[O:11]. The catalyst class is: 5. (2) Reactant: [CH3:1][N:2]1[C:10]2[C:5](=[CH:6][C:7]([S:11][C:12]3[CH:17]=[CH:16][C:15](/[CH:18]=[CH:19]/[C:20]([N:22]4[CH2:27][CH2:26][CH2:25][CH:24]([C:28]([O:30]CC)=[O:29])[CH2:23]4)=[O:21])=[C:14]([Cl:33])[C:13]=3[Cl:34])=[CH:8][CH:9]=2)[CH:4]=[CH:3]1.[OH-].[K+].[OH-].[Na+]. Product: [CH3:1][N:2]1[C:10]2[C:5](=[CH:6][C:7]([S:11][C:12]3[CH:17]=[CH:16][C:15](/[CH:18]=[CH:19]/[C:20]([N:22]4[CH2:27][CH2:26][CH2:25][CH:24]([C:28]([OH:30])=[O:29])[CH2:23]4)=[O:21])=[C:14]([Cl:33])[C:13]=3[Cl:34])=[CH:8][CH:9]=2)[CH:4]=[CH:3]1. The catalyst class is: 2. (3) Reactant: [Cl:1][C:2]1[CH:7]=[C:6]([N+:8]([O-])=O)[CH:5]=[C:4]([C:11]([F:14])([F:13])[F:12])[C:3]=1[CH2:15][C:16]#[N:17].[Cl-].[NH4+]. Product: [NH2:8][C:6]1[CH:5]=[C:4]([C:11]([F:12])([F:13])[F:14])[C:3]([CH2:15][C:16]#[N:17])=[C:2]([Cl:1])[CH:7]=1. The catalyst class is: 292. (4) Reactant: [NH2:1][C:2]1[CH:3]=[C:4]([F:23])[CH:5]=[C:6]2[C:11]=1[N:10]=[CH:9][C:8]([C:12](=[O:22])[N:13]([CH2:15][C:16]1[CH:21]=[CH:20][CH:19]=[CH:18][CH:17]=1)[CH3:14])=[CH:7]2.C([O:26][CH:27]=[C:28]([C:34](OCC)=O)[C:29]([O:31][CH2:32][CH3:33])=[O:30])C. Product: [CH2:32]([O:31][C:29]([CH:28]1[C:27](=[O:26])[C:3]2[C:2](=[C:11]3[C:6](=[CH:5][C:4]=2[F:23])[CH:7]=[C:8]([C:12](=[O:22])[N:13]([CH2:15][C:16]2[CH:17]=[CH:18][CH:19]=[CH:20][CH:21]=2)[CH3:14])[CH:9]=[N:10]3)[N:1]=[CH:34]1)=[O:30])[CH3:33]. The catalyst class is: 400. (5) Reactant: [C:1]([O:5][C:6]([N:8]1[CH2:12][CH2:11][CH:10](O)[CH2:9]1)=[O:7])([CH3:4])([CH3:3])[CH3:2].C1(P(C2C=CC=CC=2)C2C=CC=CC=2)C=CC=CC=1.C(Br)(Br)(Br)[Br:34]. Product: [C:1]([O:5][C:6]([N:8]1[CH2:12][CH2:11][CH:10]([Br:34])[CH2:9]1)=[O:7])([CH3:4])([CH3:3])[CH3:2]. The catalyst class is: 1. (6) Reactant: O.[OH-].[Li+].[F:4][CH:5]([F:29])[O:6][CH2:7][C@@H:8]([O:10][C:11]1[CH:12]=[C:13]([CH:18]=[C:19]([O:21][CH2:22][C:23]2[CH:28]=[CH:27][CH:26]=[CH:25][CH:24]=2)[CH:20]=1)[C:14]([O:16]C)=[O:15])[CH3:9]. Product: [F:4][CH:5]([F:29])[O:6][CH2:7][C@@H:8]([O:10][C:11]1[CH:12]=[C:13]([CH:18]=[C:19]([O:21][CH2:22][C:23]2[CH:28]=[CH:27][CH:26]=[CH:25][CH:24]=2)[CH:20]=1)[C:14]([OH:16])=[O:15])[CH3:9]. The catalyst class is: 90. (7) Reactant: [CH3:1][O:2][C:3]1[C:4]([NH:16][C:17](=[O:22])[C:18]([CH3:21])([CH3:20])[CH3:19])=[C:5]([C:9]([C:12]([F:15])([F:14])[F:13])=[CH:10][CH:11]=1)[C:6]([OH:8])=[O:7].S(OC)(O[CH3:27])(=O)=O.C(=O)(O)[O-].[Na+].O. Product: [CH3:27][O:7][C:6](=[O:8])[C:5]1[C:9]([C:12]([F:15])([F:14])[F:13])=[CH:10][CH:11]=[C:3]([O:2][CH3:1])[C:4]=1[NH:16][C:17](=[O:22])[C:18]([CH3:19])([CH3:21])[CH3:20]. The catalyst class is: 21.